From a dataset of Forward reaction prediction with 1.9M reactions from USPTO patents (1976-2016). Predict the product of the given reaction. (1) Given the reactants FC1C(NC2C=CC(C#C[Si](C)(C)C)=CC=2F)=C(C2OC([NH:14][CH2:15][CH2:16][N:17]3[CH2:22][CH2:21][O:20][CH2:19][CH2:18]3)=NN=2)C=CC=1F.[F-].[Cs+], predict the reaction product. The product is: [N:17]1([CH2:16][CH2:15][NH2:14])[CH2:22][CH2:21][O:20][CH2:19][CH2:18]1. (2) The product is: [CH2:18]([C:15]1[CH:14]=[N:13][C:12]([N:8]2[CH2:9][CH2:10][C:5]3([O:4][CH2:3][CH2:2][O:1]3)[CH2:6][CH2:7]2)=[N:17][CH:16]=1)[CH3:19]. Given the reactants [O:1]1[C:5]2([CH2:10][CH2:9][NH:8][CH2:7][CH2:6]2)[O:4][CH2:3][CH2:2]1.Cl[C:12]1[N:17]=[CH:16][C:15]([CH2:18][CH3:19])=[CH:14][N:13]=1.CN(C)C=O.O1CCOCC1, predict the reaction product. (3) Given the reactants C([Li])CCC.Br[C:7]1[CH:12]=[C:11]([O:13][CH2:14][C:15]2[CH:20]=[CH:19][CH:18]=[CH:17][CH:16]=2)[CH:10]=[C:9]([F:21])[CH:8]=1.CN(C)[CH:24]=[O:25], predict the reaction product. The product is: [CH2:14]([O:13][C:11]1[CH:12]=[C:7]([CH:8]=[C:9]([F:21])[CH:10]=1)[CH:24]=[O:25])[C:15]1[CH:20]=[CH:19][CH:18]=[CH:17][CH:16]=1. (4) Given the reactants N1(C([O:9][C:10]2[C:15]([O:16][CH2:17][CH:18]=[CH2:19])=[CH:14][CH:13]=[CH:12][C:11]=2[C:20](=[O:22])[CH3:21])=O)CCOCC1.[N:23]1[CH:28]=[CH:27]C=[CH:25][CH:24]=1.[OH-:29].[K+].[C:31](O)(=[O:33])C, predict the reaction product. The product is: [CH2:17]([O:16][C:15]1[C:10]([OH:9])=[C:11]([C:20](=[O:22])[CH2:21][C:31]([N:23]2[CH2:24][CH2:25][O:29][CH2:27][CH2:28]2)=[O:33])[CH:12]=[CH:13][CH:14]=1)[CH:18]=[CH2:19]. (5) The product is: [Cl:36][C:32]1[CH:31]=[C:30]([CH:35]=[CH:34][CH:33]=1)[O:29][C:28]1[CH:27]=[CH:26][C:24]([NH:25][C:2]2[C:3]3[N:10]([CH2:11][CH2:12][NH:13][C:14](=[O:20])[O:15][C:16]([CH3:19])([CH3:18])[CH3:17])[CH:9]=[CH:8][C:4]=3[N:5]=[CH:6][N:7]=2)=[CH:23][C:22]=1[CH3:21]. Given the reactants Cl[C:2]1[C:3]2[N:10]([CH2:11][CH2:12][NH:13][C:14](=[O:20])[O:15][C:16]([CH3:19])([CH3:18])[CH3:17])[CH:9]=[CH:8][C:4]=2[N:5]=[CH:6][N:7]=1.[CH3:21][C:22]1[CH:23]=[C:24]([CH:26]=[CH:27][C:28]=1[O:29][C:30]1[CH:35]=[CH:34][CH:33]=[C:32]([Cl:36])[CH:31]=1)[NH2:25].C(=O)(O)[O-].[Na+], predict the reaction product. (6) Given the reactants [Br:1][C:2]1[CH:3]=[C:4]([C:8]2([C:15]3[CH:20]=[CH:19][C:18]([O:21][CH3:22])=[CH:17][CH:16]=3)[C:12](=S)[S:11][C:10](=S)[NH:9]2)[CH:5]=[CH:6][CH:7]=1.[CH2:23]([NH2:26])[CH2:24][NH2:25], predict the reaction product. The product is: [Br:1][C:2]1[CH:3]=[C:4]([C:8]2([C:15]3[CH:20]=[CH:19][C:18]([O:21][CH3:22])=[CH:17][CH:16]=3)[C:12]3=[N:26][CH2:23][CH2:24][N:25]3[C:10](=[S:11])[NH:9]2)[CH:5]=[CH:6][CH:7]=1. (7) Given the reactants [N:1]12[CH2:7][CH:4]([CH2:5][CH2:6]1)[C:3](=[O:8])[CH2:2]2.[ClH:9], predict the reaction product. The product is: [ClH:9].[N:1]12[CH2:7][CH:4]([CH2:5][CH2:6]1)[CH:3]([OH:8])[CH2:2]2.